The task is: Regression. Given a peptide amino acid sequence and an MHC pseudo amino acid sequence, predict their binding affinity value. This is MHC class I binding data.. This data is from Peptide-MHC class I binding affinity with 185,985 pairs from IEDB/IMGT. (1) The peptide sequence is ITYCLVTHMY. The MHC is HLA-A68:01 with pseudo-sequence HLA-A68:01. The binding affinity (normalized) is 0.601. (2) The peptide sequence is LVMAPRTVL. The MHC is HLA-A11:01 with pseudo-sequence HLA-A11:01. The binding affinity (normalized) is 0.146.